Predict which catalyst facilitates the given reaction. From a dataset of Catalyst prediction with 721,799 reactions and 888 catalyst types from USPTO. (1) Reactant: [CH3:1][O:2][C:3]1[CH:8]=[CH:7][CH:6]=[CH:5][C:4]=1[C:9]1[CH:14]=[CH:13][C:12]([C:15]([O:17]C)=[O:16])=[CH:11][C:10]=1[CH3:19].[OH-].[Na+]. Product: [CH3:1][O:2][C:3]1[CH:8]=[CH:7][CH:6]=[CH:5][C:4]=1[C:9]1[CH:14]=[CH:13][C:12]([C:15]([OH:17])=[O:16])=[CH:11][C:10]=1[CH3:19]. The catalyst class is: 88. (2) Reactant: [OH:1][C:2]1[CH:3]=[C:4]2[C:9](=[CH:10][CH:11]=1)[C:8]([C:12]([OH:14])=O)=[CH:7][CH:6]=[CH:5]2.[N:15]1([CH2:21][CH2:22][NH2:23])[CH2:20][CH2:19][O:18][CH2:17][CH2:16]1.CN1CCOCC1.CCN=C=NCCCN(C)C.C1C=CC2N(O)N=NC=2C=1.C. The catalyst class is: 3. Product: [OH:1][C:2]1[CH:3]=[C:4]2[C:9](=[CH:10][CH:11]=1)[C:8]([C:12]([NH:23][CH2:22][CH2:21][N:15]1[CH2:20][CH2:19][O:18][CH2:17][CH2:16]1)=[O:14])=[CH:7][CH:6]=[CH:5]2. (3) Reactant: [CH3:1][O:2][C:3]1[CH:11]=[C:10]2[C:6]([C:7]([CH2:18][C:19]3[N:24]=[C:23]([C:25]([NH2:27])=O)[CH:22]=[CH:21][CH:20]=3)=[C:8]([C:12]3[CH:13]=[N:14][CH:15]=[N:16][CH:17]=3)[NH:9]2)=[CH:5][CH:4]=1.P(Cl)(Cl)(Cl)=O.C(=O)([O-])O.[Na+].O. Product: [CH3:1][O:2][C:3]1[CH:11]=[C:10]2[C:6]([C:7]([CH2:18][C:19]3[N:24]=[C:23]([C:25]#[N:27])[CH:22]=[CH:21][CH:20]=3)=[C:8]([C:12]3[CH:17]=[N:16][CH:15]=[N:14][CH:13]=3)[NH:9]2)=[CH:5][CH:4]=1. The catalyst class is: 9. (4) Reactant: [CH:1]1([C:4]2[N:8]([CH2:9][C:10]3[C:15]([F:16])=[CH:14][C:13]([O:17][CH2:18][CH3:19])=[CH:12][C:11]=3[F:20])[N:7]=[C:6]([C:21]3[N:26]=[C:25]([NH:27][C:28]4[CH:33]=[CH:32][N:31]=[CH:30][CH:29]=4)[C:24]([O:34][CH2:35][CH2:36][S:37][CH3:38])=[CH:23][N:22]=3)[C:5]=2[CH3:39])[CH2:3][CH2:2]1.ClC1C=C(C(OO)=[O:48])C=CC=1.S([O-])([O-])(=O)=S.[Na+].[Na+]. Product: [CH:1]1([C:4]2[N:8]([CH2:9][C:10]3[C:15]([F:16])=[CH:14][C:13]([O:17][CH2:18][CH3:19])=[CH:12][C:11]=3[F:20])[N:7]=[C:6]([C:21]3[N:26]=[C:25]([NH:27][C:28]4[CH:29]=[CH:30][N:31]=[CH:32][CH:33]=4)[C:24]([O:34][CH2:35][CH2:36][S:37]([CH3:38])=[O:48])=[CH:23][N:22]=3)[C:5]=2[CH3:39])[CH2:3][CH2:2]1. The catalyst class is: 373. (5) Reactant: [CH3:1][C:2]1(C)OCC(CO[C:10]2[C:15](C)=[CH:14]N=[C:12]([CH2:17]S(C3NC4C=CC=CC=4N=3)=O)[C:11]=2C)C[O:3]1. Product: [CH3:14][CH2:15][CH2:10][CH2:11][CH2:12][CH3:17].[CH2:2]([OH:3])[CH3:1]. The catalyst class is: 8. (6) Reactant: [Cl:1][C:2]1[N:3]=[C:4]([C:10]2[CH:11]=[N:12][CH:13]=[CH:14][CH:15]=2)[S:5][C:6]=1[CH:7]([OH:9])[CH3:8].[Cr](Cl)([O-])(=O)=O.[NH+]1C=CC=CC=1. Product: [Cl:1][C:2]1[N:3]=[C:4]([C:10]2[CH:11]=[N:12][CH:13]=[CH:14][CH:15]=2)[S:5][C:6]=1[C:7](=[O:9])[CH3:8]. The catalyst class is: 26. (7) Reactant: [CH3:1][C:2]([CH3:32])([CH2:28][CH2:29][CH2:30][CH3:31])[C:3]([NH:5][CH2:6][CH:7]1[O:11][C:10]([CH3:13])([CH3:12])[N:9]([C:14]([O:16][C:17]([CH3:20])([CH3:19])[CH3:18])=[O:15])[C@H:8]1[CH2:21][C@H:22]([CH2:26][OH:27])[CH:23]([CH3:25])[CH3:24])=[O:4].CC(OI1(OC(C)=O)(OC(C)=O)OC(=O)C2C=CC=CC1=2)=O. Product: [CH3:32][C:2]([CH3:1])([CH2:28][CH2:29][CH2:30][CH3:31])[C:3]([NH:5][CH2:6][CH:7]1[O:11][C:10]([CH3:12])([CH3:13])[N:9]([C:14]([O:16][C:17]([CH3:18])([CH3:19])[CH3:20])=[O:15])[C@H:8]1[CH2:21][C@H:22]([CH:26]=[O:27])[CH:23]([CH3:24])[CH3:25])=[O:4]. The catalyst class is: 2. (8) Reactant: [Cl:1][C:2]1[CH:7]=[CH:6][C:5]([NH:8][C:9]([CH2:11][C@@H:12]([C:18]2[C:22]([CH:23]3[CH2:25][CH2:24]3)=[C:21]([C:26]3[CH:30]=[C:29]([C:31]([F:37])([F:36])[C:32]([CH3:35])([CH3:34])[CH3:33])[O:28][N:27]=3)[O:20][N:19]=2)[CH2:13][CH2:14][C:15]([OH:17])=[O:16])=[O:10])=[C:4]([F:38])[CH:3]=1.[OH-].[Na+:40]. Product: [Cl:1][C:2]1[CH:7]=[CH:6][C:5]([NH:8][C:9]([CH2:11][C@@H:12]([C:18]2[C:22]([CH:23]3[CH2:24][CH2:25]3)=[C:21]([C:26]3[CH:30]=[C:29]([C:31]([F:37])([F:36])[C:32]([CH3:33])([CH3:34])[CH3:35])[O:28][N:27]=3)[O:20][N:19]=2)[CH2:13][CH2:14][C:15]([O-:17])=[O:16])=[O:10])=[C:4]([F:38])[CH:3]=1.[Na+:40]. The catalyst class is: 8.